This data is from Reaction yield outcomes from USPTO patents with 853,638 reactions. The task is: Predict the reaction yield, written as a fraction of the theoretical maximum amount of product (1.0 means a 100% yield; for example, 0.34 means a 34% yield). (1) The reactants are Cl[CH2:2][CH2:3][CH2:4][N:5]1[C:10]2[CH:11]=[CH:12][C:13]([F:16])=[C:14]([F:15])[C:9]=2[O:8][CH2:7][C:6]1=[O:17].C([O-])([O-])=O.[K+].[K+].[Na+].[I-].[CH2:26]([CH:30]1[CH2:35][CH2:34][NH:33][CH2:32][CH2:31]1)[CH2:27][CH2:28][CH3:29]. The catalyst is CCCCCCC.CCOC(C)=O. The product is [CH2:26]([CH:30]1[CH2:35][CH2:34][N:33]([CH2:2][CH2:3][CH2:4][N:5]2[C:10]3[CH:11]=[CH:12][C:13]([F:16])=[C:14]([F:15])[C:9]=3[O:8][CH2:7][C:6]2=[O:17])[CH2:32][CH2:31]1)[CH2:27][CH2:28][CH3:29]. The yield is 0.650. (2) The reactants are [Br:1][C:2]1[CH:10]=[CH:9][CH:8]=[CH:7][C:3]=1[C:4](Cl)=[O:5].[CH:11]([Mg]Br)([CH3:13])[CH3:12]. The catalyst is O1CCCC1. The product is [Br:1][C:2]1[CH:10]=[CH:9][CH:8]=[CH:7][C:3]=1[CH:4]([OH:5])[CH:11]([CH3:13])[CH3:12]. The yield is 0.330. (3) The reactants are [Cl:1][C:2]1[N:7]=[C:6](Cl)[C:5]([F:9])=[CH:4][N:3]=1.[CH2:10]([O:14][C:15]1[CH:21]=[CH:20][C:18]([NH2:19])=[CH:17][CH:16]=1)[CH2:11][CH2:12][CH3:13].Cl.[OH-].[Na+]. The catalyst is CC(C)=O.O. The product is [Cl:1][C:2]1[N:7]=[C:6]([NH:19][C:18]2[CH:17]=[CH:16][C:15]([O:14][CH2:10][CH2:11][CH2:12][CH3:13])=[CH:21][CH:20]=2)[C:5]([F:9])=[CH:4][N:3]=1. The yield is 0.800. (4) The reactants are [C:1]([C:3]1[CH:4]=[C:5]([NH:9][C:10](=[O:25])[N:11]([CH2:13][CH2:14][CH2:15][C:16]2[CH:21]=[CH:20][C:19](B(O)O)=[CH:18][CH:17]=2)[CH3:12])[CH:6]=[CH:7][CH:8]=1)#[N:2].[NH2:26][C:27]1[CH:28]=[C:29]2[C:34](=[CH:35][CH:36]=1)[C:33]([N:37]([C:45]([O:47][C:48]([CH3:51])([CH3:50])[CH3:49])=[O:46])[C:38]([O:40][C:41]([CH3:44])([CH3:43])[CH3:42])=[O:39])=[N:32][CH:31]=[CH:30]2.O.[C:53]([OH:57])(=[O:56])[CH:54]=O. No catalyst specified. The product is [C:48]([O:47][C:45]([N:37]([C:38]([O:40][C:41]([CH3:42])([CH3:43])[CH3:44])=[O:39])[C:33]1[C:34]2[C:29](=[CH:28][C:27]([NH:26][CH:54]([C:19]3[CH:20]=[CH:21][C:16]([CH2:15][CH2:14][CH2:13][N:11]([CH3:12])[C:10]([NH:9][C:5]4[CH:6]=[CH:7][CH:8]=[C:3]([C:1]#[N:2])[CH:4]=4)=[O:25])=[CH:17][CH:18]=3)[C:53]([OH:57])=[O:56])=[CH:36][CH:35]=2)[CH:30]=[CH:31][N:32]=1)=[O:46])([CH3:51])([CH3:50])[CH3:49]. The yield is 0.410. (5) The reactants are Cl[CH2:2][C:3]([N:5]1[C:14]2[C:9](=[CH:10][CH:11]=[CH:12][CH:13]=2)[CH2:8][CH2:7][CH2:6]1)=[O:4].[N+:15]([C:18]1[CH:27]=[CH:26][C:21]2[N:22]=[C:23]([SH:25])[S:24][C:20]=2[CH:19]=1)([O-:17])=[O:16]. No catalyst specified. The product is [N:5]1([C:3](=[O:4])[CH2:2][S:25][C:23]2[S:24][C:20]3[CH:19]=[C:18]([N+:15]([O-:17])=[O:16])[CH:27]=[CH:26][C:21]=3[N:22]=2)[C:14]2[C:9](=[CH:10][CH:11]=[CH:12][CH:13]=2)[CH2:8][CH2:7][CH2:6]1. The yield is 0.330. (6) The reactants are [NH2:1][C:2]([C:4]1[O:8][C:7]([S:9]([N:12]2[C:16]([C:17]3[C:18]([F:23])=[N:19][CH:20]=[CH:21][CH:22]=3)=[C:15]([F:24])[C:14]([CH2:25][N:26]([CH3:34])[C:27](=[O:33])[O:28][C:29]([CH3:32])([CH3:31])[CH3:30])=[CH:13]2)(=[O:11])=[O:10])=[CH:6][CH:5]=1)=O.N1C=CC=CC=1.FC(F)(F)C(OC(=O)C(F)(F)F)=O. The catalyst is O1CCCC1. The product is [C:2]([C:4]1[O:8][C:7]([S:9]([N:12]2[C:16]([C:17]3[C:18]([F:23])=[N:19][CH:20]=[CH:21][CH:22]=3)=[C:15]([F:24])[C:14]([CH2:25][N:26]([CH3:34])[C:27](=[O:33])[O:28][C:29]([CH3:30])([CH3:31])[CH3:32])=[CH:13]2)(=[O:11])=[O:10])=[CH:6][CH:5]=1)#[N:1]. The yield is 0.940.